Dataset: Catalyst prediction with 721,799 reactions and 888 catalyst types from USPTO. Task: Predict which catalyst facilitates the given reaction. (1) Reactant: N#N.[F:3][C:4]1[CH:5]=[C:6]([C:10]2[S:14][CH:13]=[N:12][C:11]=2[C:15]([OH:17])=O)[CH:7]=[CH:8][CH:9]=1.CN(C=O)C.C(Cl)(=O)C([Cl:26])=O. Product: [F:3][C:4]1[CH:5]=[C:6]([C:10]2[S:14][CH:13]=[N:12][C:11]=2[C:15]([Cl:26])=[O:17])[CH:7]=[CH:8][CH:9]=1. The catalyst class is: 11. (2) Reactant: [OH-].[Na+].[F:3][C:4]([F:26])([F:25])[C:5]1[CH:6]=[C:7]([C:11]2[N:24]=[C:14]3[C:15]([C:19]([O:21]CC)=[O:20])=[CH:16][CH:17]=[CH:18][N:13]3[N:12]=2)[CH:8]=[CH:9][CH:10]=1. Product: [F:25][C:4]([F:3])([F:26])[C:5]1[CH:6]=[C:7]([C:11]2[N:24]=[C:14]3[C:15]([C:19]([OH:21])=[O:20])=[CH:16][CH:17]=[CH:18][N:13]3[N:12]=2)[CH:8]=[CH:9][CH:10]=1. The catalyst class is: 315. (3) Reactant: [CH2:1]([O:3][C:4]1[C:9]([C:10]([F:13])([F:12])[F:11])=[CH:8][C:7]([N+:14]([O-])=O)=[CH:6][N:5]=1)[CH3:2].O.O.[Sn](Cl)Cl.C([O-])(O)=O.[Na+]. Product: [CH2:1]([O:3][C:4]1[N:5]=[CH:6][C:7]([NH2:14])=[CH:8][C:9]=1[C:10]([F:13])([F:11])[F:12])[CH3:2]. The catalyst class is: 425.